From a dataset of NCI-60 drug combinations with 297,098 pairs across 59 cell lines. Regression. Given two drug SMILES strings and cell line genomic features, predict the synergy score measuring deviation from expected non-interaction effect. (1) Drug 1: CN(C(=O)NC(C=O)C(C(C(CO)O)O)O)N=O. Drug 2: N.N.Cl[Pt+2]Cl. Cell line: SK-MEL-5. Synergy scores: CSS=51.6, Synergy_ZIP=-2.43, Synergy_Bliss=1.37, Synergy_Loewe=2.67, Synergy_HSA=4.71. (2) Synergy scores: CSS=9.11, Synergy_ZIP=-1.14, Synergy_Bliss=2.14, Synergy_Loewe=0.914, Synergy_HSA=2.77. Cell line: ACHN. Drug 1: C1CC(=O)NC(=O)C1N2CC3=C(C2=O)C=CC=C3N. Drug 2: C1=CC=C(C(=C1)C(C2=CC=C(C=C2)Cl)C(Cl)Cl)Cl. (3) Drug 1: CCC1=C2CN3C(=CC4=C(C3=O)COC(=O)C4(CC)O)C2=NC5=C1C=C(C=C5)O. Drug 2: CC1=C(C(=CC=C1)Cl)NC(=O)C2=CN=C(S2)NC3=CC(=NC(=N3)C)N4CCN(CC4)CCO. Cell line: NCI-H460. Synergy scores: CSS=24.3, Synergy_ZIP=-7.77, Synergy_Bliss=-0.615, Synergy_Loewe=-3.70, Synergy_HSA=0.249. (4) Drug 1: CC1C(C(=O)NC(C(=O)N2CCCC2C(=O)N(CC(=O)N(C(C(=O)O1)C(C)C)C)C)C(C)C)NC(=O)C3=C4C(=C(C=C3)C)OC5=C(C(=O)C(=C(C5=N4)C(=O)NC6C(OC(=O)C(N(C(=O)CN(C(=O)C7CCCN7C(=O)C(NC6=O)C(C)C)C)C)C(C)C)C)N)C. Drug 2: COC1=C2C(=CC3=C1OC=C3)C=CC(=O)O2. Cell line: HCC-2998. Synergy scores: CSS=6.23, Synergy_ZIP=-4.88, Synergy_Bliss=-0.803, Synergy_Loewe=-30.3, Synergy_HSA=-3.72. (5) Drug 1: CC1=C(C(=CC=C1)Cl)NC(=O)C2=CN=C(S2)NC3=CC(=NC(=N3)C)N4CCN(CC4)CCO. Drug 2: CCC1(CC2CC(C3=C(CCN(C2)C1)C4=CC=CC=C4N3)(C5=C(C=C6C(=C5)C78CCN9C7C(C=CC9)(C(C(C8N6C)(C(=O)OC)O)OC(=O)C)CC)OC)C(=O)OC)O.OS(=O)(=O)O. Cell line: HOP-92. Synergy scores: CSS=-1.64, Synergy_ZIP=1.80, Synergy_Bliss=2.09, Synergy_Loewe=-2.33, Synergy_HSA=-0.999. (6) Drug 1: C1=CC=C(C=C1)NC(=O)CCCCCCC(=O)NO. Drug 2: N.N.Cl[Pt+2]Cl. Cell line: MALME-3M. Synergy scores: CSS=76.8, Synergy_ZIP=-5.67, Synergy_Bliss=-2.53, Synergy_Loewe=2.05, Synergy_HSA=2.97. (7) Drug 1: COC1=NC(=NC2=C1N=CN2C3C(C(C(O3)CO)O)O)N. Drug 2: C1=CC=C(C=C1)NC(=O)CCCCCCC(=O)NO. Cell line: KM12. Synergy scores: CSS=-3.44, Synergy_ZIP=-0.928, Synergy_Bliss=4.24, Synergy_Loewe=-20.1, Synergy_HSA=-5.34.